From a dataset of NCI-60 drug combinations with 297,098 pairs across 59 cell lines. Regression. Given two drug SMILES strings and cell line genomic features, predict the synergy score measuring deviation from expected non-interaction effect. Drug 1: C1CN1C2=NC(=NC(=N2)N3CC3)N4CC4. Drug 2: C(CN)CNCCSP(=O)(O)O. Cell line: MDA-MB-435. Synergy scores: CSS=12.7, Synergy_ZIP=-1.09, Synergy_Bliss=-0.598, Synergy_Loewe=-59.1, Synergy_HSA=-1.61.